From a dataset of Full USPTO retrosynthesis dataset with 1.9M reactions from patents (1976-2016). Predict the reactants needed to synthesize the given product. (1) The reactants are: [C:1]1([CH2:7][CH2:8][CH2:9][CH:10]([NH:20][C:21]([CH:23]2[CH2:28][CH2:27][N:26]([C:29]([CH:31]3[CH2:36][CH2:35][CH2:34][CH2:33][N:32]3C(OC(C)(C)C)=O)=[O:30])[CH2:25][CH2:24]2)=[O:22])[CH2:11][CH2:12][CH2:13][C:14]2[CH:19]=[CH:18][CH:17]=[CH:16][CH:15]=2)[CH:6]=[CH:5][CH:4]=[CH:3][CH:2]=1.FC(F)(F)C(O)=O. Given the product [C:1]1([CH2:7][CH2:8][CH2:9][CH:10]([NH:20][C:21]([CH:23]2[CH2:28][CH2:27][N:26]([C:29]([CH:31]3[CH2:36][CH2:35][CH2:34][CH2:33][NH:32]3)=[O:30])[CH2:25][CH2:24]2)=[O:22])[CH2:11][CH2:12][CH2:13][C:14]2[CH:15]=[CH:16][CH:17]=[CH:18][CH:19]=2)[CH:2]=[CH:3][CH:4]=[CH:5][CH:6]=1, predict the reactants needed to synthesize it. (2) The reactants are: [CH2:1]([O:3][C:4](=[O:27])[C:5]1[CH:10]=[CH:9][C:8]([NH:11][C:12](=[O:26])[C:13]2[CH:18]=[C:17]([N+:19]([O-])=O)[C:16]([O:22][CH3:23])=[C:15]([O:24][CH3:25])[CH:14]=2)=[CH:7][CH:6]=1)[CH3:2].[Cl:28][C:29]1[CH:30]=[C:31]([S:35](Cl)(=[O:37])=[O:36])[CH:32]=[CH:33][CH:34]=1. Given the product [CH2:1]([O:3][C:4](=[O:27])[C:5]1[CH:10]=[CH:9][C:8]([NH:11][C:12](=[O:26])[C:13]2[CH:14]=[C:15]([O:24][CH3:25])[C:16]([O:22][CH3:23])=[C:17]([NH:19][S:35]([C:31]3[CH:32]=[CH:33][CH:34]=[C:29]([Cl:28])[CH:30]=3)(=[O:37])=[O:36])[CH:18]=2)=[CH:7][CH:6]=1)[CH3:2], predict the reactants needed to synthesize it. (3) Given the product [C:11]([O:15][C:16]([N:18]1[CH2:19][CH:20]=[C:21]([C:3]2[CH:4]=[CH:5][CH:6]=[CH:7][C:2]=2[OH:1])[CH2:22][CH2:23]1)=[O:17])([CH3:14])([CH3:12])[CH3:13], predict the reactants needed to synthesize it. The reactants are: [OH:1][C:2]1[CH:7]=[CH:6][CH:5]=[CH:4][C:3]=1B(O)O.[C:11]([O:15][C:16]([N:18]1[CH2:23][CH:22]=[C:21](OS(C(F)(F)F)(=O)=O)[CH2:20][CH2:19]1)=[O:17])([CH3:14])([CH3:13])[CH3:12]. (4) Given the product [CH:45]1[C:44]2[CH:43]([CH2:42][O:41][C:39](=[O:40])[NH:38][C@@H:34]([C:35](=[O:36])[NH:1][C:2]3[CH:3]=[CH:4][C:5]([CH2:6][N:7]([CH:15]4[CH2:20][CH2:19][CH2:18][CH2:17][CH2:16]4)[C:8]([C:10]4[O:11][CH:12]=[CH:13][CH:14]=4)=[O:9])=[CH:21][CH:22]=3)[CH2:33][CH2:32][CH2:31][NH2:30])[C:55]3[C:50](=[CH:51][CH:52]=[CH:53][CH:54]=3)[C:49]=2[CH:48]=[CH:47][CH:46]=1, predict the reactants needed to synthesize it. The reactants are: [NH2:1][C:2]1[CH:22]=[CH:21][C:5]([CH2:6][N:7]([CH:15]2[CH2:20][CH2:19][CH2:18][CH2:17][CH2:16]2)[C:8]([C:10]2[O:11][CH:12]=[CH:13][CH:14]=2)=[O:9])=[CH:4][CH:3]=1.C(OC([NH:30][CH2:31][CH2:32][CH2:33][C@@H:34]([NH:38][C:39]([O:41][CH2:42][CH:43]1[C:55]2[CH:54]=[CH:53][CH:52]=[CH:51][C:50]=2[C:49]2[C:44]1=[CH:45][CH:46]=[CH:47][CH:48]=2)=[O:40])[C:35](O)=[O:36])=O)(C)(C)C.